From a dataset of Forward reaction prediction with 1.9M reactions from USPTO patents (1976-2016). Predict the product of the given reaction. Given the reactants C(N(CC)CC)C.Cl.[NH2:9][CH:10]([CH2:14][C:15]1[CH:20]=[CH:19][C:18]([C:21]2[S:22][C:23]3[C:28]([N:29]=2)=[CH:27][CH:26]=[C:25]([C:30]2([C:33]4[CH:38]=[CH:37][CH:36]=[CH:35][CH:34]=4)[CH2:32][CH2:31]2)[N:24]=3)=[C:17]([F:39])[CH:16]=1)[C:11]([OH:13])=[O:12].[CH3:40][C:41]([O:44][C:45](O[C:48]([O:50][C:51]([CH3:54])([CH3:53])[CH3:52])=[O:49])=[O:46])([CH3:43])[CH3:42].Cl, predict the reaction product. The product is: [C:41]([O:44][C:45]([NH:9][C@H:10]([CH2:14][C:15]1[CH:20]=[CH:19][C:18]([C:21]2[S:22][C:23]3[C:28]([N:29]=2)=[CH:27][CH:26]=[C:25]([C:30]2([C:33]4[CH:38]=[CH:37][CH:36]=[CH:35][CH:34]=4)[CH2:32][CH2:31]2)[N:24]=3)=[C:17]([F:39])[CH:16]=1)[C:11]([OH:13])=[O:12])=[O:46])([CH3:43])([CH3:42])[CH3:40].[C:51]([O:50][C:48]([NH:9][C@@H:10]([CH2:14][C:15]1[CH:20]=[CH:19][C:18]([C:21]2[S:22][C:23]3[C:28]([N:29]=2)=[CH:27][CH:26]=[C:25]([C:30]2([C:33]4[CH:38]=[CH:37][CH:36]=[CH:35][CH:34]=4)[CH2:32][CH2:31]2)[N:24]=3)=[C:17]([F:39])[CH:16]=1)[C:11]([OH:13])=[O:12])=[O:49])([CH3:52])([CH3:53])[CH3:54].